Predict the product of the given reaction. From a dataset of Forward reaction prediction with 1.9M reactions from USPTO patents (1976-2016). (1) Given the reactants [CH3:1][O:2][C:3](=[O:26])[CH:4]([O:23][CH2:24][CH3:25])[CH2:5][C:6]1[CH:11]=[CH:10][C:9]([O:12]CC2C=CC=CC=2)=[CH:8][C:7]=1[N+:20]([O-:22])=[O:21].CSC.B(F)(F)F.CCOCC.O, predict the reaction product. The product is: [CH3:1][O:2][C:3](=[O:26])[CH:4]([O:23][CH2:24][CH3:25])[CH2:5][C:6]1[CH:11]=[CH:10][C:9]([OH:12])=[CH:8][C:7]=1[N+:20]([O-:22])=[O:21]. (2) Given the reactants [H-].[Na+].[C:3]1([CH2:9][C:10]#[N:11])[CH:8]=[CH:7][CH:6]=[CH:5][CH:4]=1.Br[CH2:13][CH2:14][CH2:15]Br.O, predict the reaction product. The product is: [C:3]1([C:9]2([C:10]#[N:11])[CH2:15][CH2:14][CH2:13]2)[CH:8]=[CH:7][CH:6]=[CH:5][CH:4]=1. (3) Given the reactants [H-].[Na+].[CH2:3](Br)[CH:4]=[CH2:5].C([O:11][CH:12](OCCCC)[C:13]1[N:14]=[CH:15][CH:16]=[C:17]2[C:21]([CH3:22])=[C:20]([CH3:23])[NH:19][C:18]=12)CCC.Cl, predict the reaction product. The product is: [CH2:3]([N:19]1[C:18]2=[C:13]([CH:12]=[O:11])[N:14]=[CH:15][CH:16]=[C:17]2[C:21]([CH3:22])=[C:20]1[CH3:23])[CH:4]=[CH2:5]. (4) Given the reactants [CH2:1]([O:8][C:9]([N:11]([CH2:32][C:33]([N:35]1[CH2:39][C@@H:38]([F:40])[CH2:37][C@H:36]1[C:41]#[N:42])=[O:34])[C:12]12[CH2:19][CH2:18][C:15]([C:20]([O:22]N3C4C=CC=CC=4N=N3)=O)([CH2:16][CH2:17]1)[CH2:14][CH2:13]2)=[O:10])[C:2]1[CH:7]=[CH:6][CH:5]=[CH:4][CH:3]=1.[CH2:43]([NH2:50])[CH2:44][CH2:45][CH2:46][CH2:47][CH2:48][CH3:49], predict the reaction product. The product is: [CH2:1]([O:8][C:9]([N:11]([CH2:32][C:33]([N:35]1[CH2:39][C@@H:38]([F:40])[CH2:37][C@H:36]1[C:41]#[N:42])=[O:34])[C:12]12[CH2:13][CH2:14][C:15]([C:20]([NH:50][CH2:43][CH2:44][CH2:45][CH2:46][CH2:47][CH2:48][CH3:49])=[O:22])([CH2:16][CH2:17]1)[CH2:18][CH2:19]2)=[O:10])[C:2]1[CH:3]=[CH:4][CH:5]=[CH:6][CH:7]=1. (5) Given the reactants CC1C=CC(S([O-])=O)=CC=1.[Na+].C([N:15]([S:39]([CH2:42][C:43]1[CH:48]=[CH:47][CH:46]=[CH:45][CH:44]=1)(=[O:41])=[O:40])[C:16]([CH:18]1[CH2:23][CH2:22][N:21]([C:24]2[C:34]([C:35]#[N:36])=[CH:33][C:27]([C:28]([O:30][CH2:31][CH3:32])=[O:29])=[C:26]([NH:37][CH3:38])[N:25]=2)[CH2:20][CH2:19]1)=[O:17])C=C, predict the reaction product. The product is: [CH2:42]([S:39]([NH:15][C:16]([CH:18]1[CH2:23][CH2:22][N:21]([C:24]2[C:34]([C:35]#[N:36])=[CH:33][C:27]([C:28]([O:30][CH2:31][CH3:32])=[O:29])=[C:26]([NH:37][CH3:38])[N:25]=2)[CH2:20][CH2:19]1)=[O:17])(=[O:41])=[O:40])[C:43]1[CH:44]=[CH:45][CH:46]=[CH:47][CH:48]=1. (6) The product is: [NH2:2][C:1]([C:3]1[S:4][C:5]([B:8]([OH:10])[OH:9])=[CH:6][CH:7]=1)=[O:11]. Given the reactants [C:1]([C:3]1[S:4][C:5]([B:8]([OH:10])[OH:9])=[CH:6][CH:7]=1)#[N:2].[OH-:11].[K+].Cl, predict the reaction product. (7) Given the reactants C([Li])(C)(C)C.[CH3:6][C:7]1[N:11]([CH2:12][CH2:13][N:14]2[CH2:19][CH2:18][O:17][CH2:16][CH2:15]2)[C:10]2[S:20][CH:21]=[CH:22][C:9]=2[CH:8]=1.[Cl:23][C:24]1[C:33]([Cl:34])=[CH:32][CH:31]=[CH:30][C:25]=1[C:26](OC)=[O:27], predict the reaction product. The product is: [Cl:23][C:24]1[C:33]([Cl:34])=[CH:32][CH:31]=[CH:30][C:25]=1[C:26]([C:21]1[S:20][C:10]2[N:11]([CH2:12][CH2:13][N:14]3[CH2:15][CH2:16][O:17][CH2:18][CH2:19]3)[C:7]([CH3:6])=[CH:8][C:9]=2[CH:22]=1)=[O:27]. (8) Given the reactants C(OC([N:8]1[CH2:20][C@@H:19]2[N:11]([C:12]3[N:13]=[C:14]4[CH2:23]OC(=O)[C:15]4=[CH:16][C:17]=3[CH2:18]2)[C@H:10]([CH3:25])[CH2:9]1)=O)(C)(C)C.[CH3:26][Mg]Br.[O:29]1[CH2:33][CH2:32]CC1, predict the reaction product. The product is: [CH3:26][C:33]1([CH3:32])[C:15]2=[CH:16][C:17]3[CH2:18][C@H:19]4[N:11]([C:12]=3[N:13]=[C:14]2[CH2:23][O:29]1)[C@H:10]([CH3:25])[CH2:9][NH:8][CH2:20]4. (9) The product is: [CH2:1]([N:8]1[C:12]([CH2:13][CH2:14][NH2:15])=[CH:11][C:10]([CH3:26])=[N:9]1)[C:2]1[CH:3]=[CH:4][CH:5]=[CH:6][CH:7]=1. Given the reactants [CH2:1]([N:8]1[C:12]([CH2:13][CH2:14][N:15]2C(=O)C3C(=CC=CC=3)C2=O)=[CH:11][C:10]([CH3:26])=[N:9]1)[C:2]1[CH:7]=[CH:6][CH:5]=[CH:4][CH:3]=1.NN.CO.C(Cl)Cl, predict the reaction product.